This data is from Forward reaction prediction with 1.9M reactions from USPTO patents (1976-2016). The task is: Predict the product of the given reaction. (1) Given the reactants [ClH:1].[F:2][C:3]1[CH:8]=[C:7]([F:9])[CH:6]=[CH:5][C:4]=1[S:10]([CH2:13][CH:14]1[CH2:17][NH:16][CH2:15]1)(=[O:12])=[O:11].Br[CH2:19][C:20]([C:22]1[CH:27]=[CH:26][C:25]([F:28])=[CH:24][CH:23]=1)=[O:21].C([O-])([O-])=O.[K+].[K+].Cl, predict the reaction product. The product is: [ClH:1].[F:2][C:3]1[CH:8]=[C:7]([F:9])[CH:6]=[CH:5][C:4]=1[S:10]([CH2:13][CH:14]1[CH2:15][N:16]([CH2:19][C:20]([C:22]2[CH:27]=[CH:26][C:25]([F:28])=[CH:24][CH:23]=2)=[O:21])[CH2:17]1)(=[O:12])=[O:11]. (2) Given the reactants O.[OH-].[Li+].C[O:5][C:6]([C:8]1[C:16]2[C:11](=[CH:12][CH:13]=[CH:14][CH:15]=2)[N:10]([C:17]2[C:26]3[C:21](=[CH:22][CH:23]=[CH:24][CH:25]=3)[N:20]=[C:19]([C:27]([F:30])([F:29])[F:28])[CH:18]=2)[CH:9]=1)=[O:7], predict the reaction product. The product is: [C:6]([C:8]1[C:16]2[C:11](=[CH:12][CH:13]=[CH:14][CH:15]=2)[N:10]([C:17]2[C:26]3[C:21](=[CH:22][CH:23]=[CH:24][CH:25]=3)[N:20]=[C:19]([C:27]([F:30])([F:28])[F:29])[CH:18]=2)[CH:9]=1)([OH:7])=[O:5]. (3) Given the reactants [CH3:1][O:2][C:3]1[CH:4]=[C:5]([CH:11]([CH:14]=O)[C:12]#[N:13])[CH:6]=[CH:7][C:8]=1[O:9][CH3:10].[NH2:16][NH2:17].[OH:18][C:19]1[CH:26]=[CH:25][C:22]([CH:23]=O)=[CH:21][CH:20]=1.[F:27][C:28]([F:33])([F:32])[C:29]([OH:31])=[O:30], predict the reaction product. The product is: [F:27][C:28]([F:33])([F:32])[C:29]([OH:31])=[O:30].[CH3:10][O:9][C:8]1[C:3]([O:2][CH3:1])=[CH:4][C:5]2[C:11]3[CH:14]=[N:17][NH:16][C:12]=3[N:13]=[C:23]([C:22]3[CH:25]=[CH:26][C:19]([OH:18])=[CH:20][CH:21]=3)[C:6]=2[CH:7]=1.